This data is from NCI-60 drug combinations with 297,098 pairs across 59 cell lines. The task is: Regression. Given two drug SMILES strings and cell line genomic features, predict the synergy score measuring deviation from expected non-interaction effect. (1) Drug 1: CS(=O)(=O)C1=CC(=C(C=C1)C(=O)NC2=CC(=C(C=C2)Cl)C3=CC=CC=N3)Cl. Drug 2: C1=NC2=C(N1)C(=S)N=CN2. Cell line: MDA-MB-231. Synergy scores: CSS=-2.22, Synergy_ZIP=-14.5, Synergy_Bliss=-33.7, Synergy_Loewe=-61.9, Synergy_HSA=-33.3. (2) Drug 1: CN(C)N=NC1=C(NC=N1)C(=O)N. Drug 2: COCCOC1=C(C=C2C(=C1)C(=NC=N2)NC3=CC=CC(=C3)C#C)OCCOC.Cl. Cell line: KM12. Synergy scores: CSS=16.9, Synergy_ZIP=0.0455, Synergy_Bliss=3.06, Synergy_Loewe=1.64, Synergy_HSA=2.31.